Task: Predict the reaction yield, written as a fraction of the theoretical maximum amount of product (1.0 means a 100% yield; for example, 0.34 means a 34% yield).. Dataset: Reaction yield outcomes from USPTO patents with 853,638 reactions The reactants are [C:1]([C:3]1[CH:4]=[C:5]([CH:10]=[CH:11][C:12]=1[OH:13])[C:6]([O:8][CH3:9])=[O:7])#[N:2].[BH4-].[Na+].[CH2:16]1[CH2:20]OC[CH2:17]1.CO. No catalyst specified. The product is [C:1]([C:3]1[CH:4]=[C:5]([CH:10]=[CH:11][C:12]=1[O:13][CH:16]([CH3:20])[CH3:17])[C:6]([O:8][CH3:9])=[O:7])#[N:2]. The yield is 0.990.